Task: Regression. Given two drug SMILES strings and cell line genomic features, predict the synergy score measuring deviation from expected non-interaction effect.. Dataset: NCI-60 drug combinations with 297,098 pairs across 59 cell lines (1) Drug 1: CC1C(C(CC(O1)OC2CC(CC3=C2C(=C4C(=C3O)C(=O)C5=C(C4=O)C(=CC=C5)OC)O)(C(=O)CO)O)N)O.Cl. Drug 2: CN(CCCl)CCCl.Cl. Cell line: NCIH23. Synergy scores: CSS=42.4, Synergy_ZIP=-0.958, Synergy_Bliss=0.719, Synergy_Loewe=-6.78, Synergy_HSA=0.899. (2) Drug 1: COC1=C(C=C2C(=C1)N=CN=C2NC3=CC(=C(C=C3)F)Cl)OCCCN4CCOCC4. Drug 2: B(C(CC(C)C)NC(=O)C(CC1=CC=CC=C1)NC(=O)C2=NC=CN=C2)(O)O. Cell line: NCI-H226. Synergy scores: CSS=27.5, Synergy_ZIP=0.399, Synergy_Bliss=6.60, Synergy_Loewe=7.76, Synergy_HSA=7.17.